Dataset: Full USPTO retrosynthesis dataset with 1.9M reactions from patents (1976-2016). Task: Predict the reactants needed to synthesize the given product. Given the product [CH2:13]([N:1]1[C:9]2[C:4](=[CH:5][CH:6]=[C:7]([CH:10]=[O:11])[CH:8]=2)[CH:3]=[CH:2]1)[CH2:14][C:15]1[CH:20]=[CH:19][CH:18]=[CH:17][CH:16]=1, predict the reactants needed to synthesize it. The reactants are: [NH:1]1[C:9]2[C:4](=[CH:5][CH:6]=[C:7]([CH:10]=[O:11])[CH:8]=2)[CH:3]=[CH:2]1.Br[CH2:13][CH2:14][C:15]1[CH:20]=[CH:19][CH:18]=[CH:17][CH:16]=1.